Dataset: Reaction yield outcomes from USPTO patents with 853,638 reactions. Task: Predict the reaction yield, written as a fraction of the theoretical maximum amount of product (1.0 means a 100% yield; for example, 0.34 means a 34% yield). (1) The reactants are [F:1][C:2]([F:7])([F:6])[C:3]([OH:5])=[O:4].[F:8][C:9]1[CH:14]=[CH:13][C:12]([S:15]([C@@:18]2([C:30]3[CH:35]=[CH:34][C:33]([C:36]([F:45])([C:41]([F:44])([F:43])[F:42])[C:37]([F:40])([F:39])[F:38])=[CH:32][CH:31]=3)[CH2:22][CH2:21][N:20](C(OC(C)(C)C)=O)[CH2:19]2)(=[O:17])=[O:16])=[CH:11][CH:10]=1. The catalyst is ClCCl. The product is [F:1][C:2]([F:7])([F:6])[C:3]([OH:5])=[O:4].[F:8][C:9]1[CH:14]=[CH:13][C:12]([S:15]([C@@:18]2([C:30]3[CH:31]=[CH:32][C:33]([C:36]([F:45])([C:37]([F:38])([F:39])[F:40])[C:41]([F:44])([F:43])[F:42])=[CH:34][CH:35]=3)[CH2:22][CH2:21][NH:20][CH2:19]2)(=[O:16])=[O:17])=[CH:11][CH:10]=1. The yield is 0.990. (2) The reactants are [CH3:1][O:2][CH2:3][CH2:4][NH:5][C:6]([C:8]1[C:17]([O:18][CH2:19][C:20]2[CH:25]=[CH:24][CH:23]=[CH:22][CH:21]=2)=[C:16]2[C:11]([CH:12]=[C:13]([CH2:26][C:27]3[CH:32]=[CH:31][C:30]([F:33])=[CH:29][CH:28]=3)[CH:14]=[N:15]2)=[C:10](I)[N:9]=1)=[O:7].[CH3:35][O:36][CH2:37]/[CH:38]=[CH:39]/B1OC(C)(C)C(C)(C)O1.C(=O)([O-])[O-].[K+].[K+].C(O)(=O)CC(CC(O)=O)(C(O)=O)O. The catalyst is O.C(OCC)(=O)C.CN(C)C=O. The product is [CH3:1][O:2][CH2:3][CH2:4][NH:5][C:6]([C:8]1[C:17]([O:18][CH2:19][C:20]2[CH:25]=[CH:24][CH:23]=[CH:22][CH:21]=2)=[C:16]2[C:11]([CH:12]=[C:13]([CH2:26][C:27]3[CH:32]=[CH:31][C:30]([F:33])=[CH:29][CH:28]=3)[CH:14]=[N:15]2)=[C:10]([CH:39]=[CH:38][CH2:37][O:36][CH3:35])[N:9]=1)=[O:7]. The yield is 0.523. (3) The catalyst is C(#N)C.CN(C1C=CN=CC=1)C.C(Cl)Cl. The yield is 0.590. The reactants are [CH:1]([C:3]1[CH:4]=[C:5]2[C:9](=[CH:10][CH:11]=1)[NH:8][CH:7]=[CH:6]2)=[CH2:2].[C:12](O[C:12]([O:14][C:15]([CH3:18])([CH3:17])[CH3:16])=[O:13])([O:14][C:15]([CH3:18])([CH3:17])[CH3:16])=[O:13]. The product is [C:15]([O:14][C:12]([N:8]1[C:9]2[C:5](=[CH:4][C:3]([CH:1]=[CH2:2])=[CH:11][CH:10]=2)[CH:6]=[CH:7]1)=[O:13])([CH3:18])([CH3:17])[CH3:16]. (4) The reactants are [N+:1]([C:4]1[CH:5]=[C:6]([CH:10]=[C:11]([N+:13]([O-:15])=[O:14])[CH:12]=1)[C:7](Cl)=[O:8])([O-:3])=[O:2].[O:16]1[C:20]2[CH:21]=[CH:22][C:23](/[C:25](=[CH:28]/[C:29]3[CH:34]=[CH:33][C:32]([O:35][CH2:36][CH2:37][CH2:38][CH2:39][CH2:40][CH2:41][CH2:42][CH2:43][CH2:44][CH2:45][CH2:46][OH:47])=[C:31]([O:48][CH3:49])[CH:30]=3)/[C:26]#[N:27])=[CH:24][C:19]=2[O:18][CH2:17]1.N1C=CC=CC=1.CO. The catalyst is C1(C)C=CC=CC=1.CN(C=O)C.CN(C)C1C=CN=CC=1. The product is [N+:1]([C:4]1[CH:5]=[C:6]([CH:10]=[C:11]([N+:13]([O-:15])=[O:14])[CH:12]=1)[C:7]([O:47][CH2:46][CH2:45][CH2:44][CH2:43][CH2:42][CH2:41][CH2:40][CH2:39][CH2:38][CH2:37][CH2:36][O:35][C:32]1[CH:33]=[CH:34][C:29](/[CH:28]=[C:25](/[C:23]2[CH:22]=[CH:21][C:20]3[O:16][CH2:17][O:18][C:19]=3[CH:24]=2)\[C:26]#[N:27])=[CH:30][C:31]=1[O:48][CH3:49])=[O:8])([O-:3])=[O:2]. The yield is 0.900. (5) The reactants are [N+:1]([C:4]1[CH:5]=[C:6]([C:10]23[CH2:15][CH:14]2[CH2:13][O:12][C:11]3=[O:16])[CH:7]=[CH:8][CH:9]=1)([O-:3])=[O:2].[NH3:17]. No catalyst specified. The product is [OH:12][CH2:13][CH:14]1[CH2:15][C:10]1([C:6]1[CH:7]=[CH:8][CH:9]=[C:4]([N+:1]([O-:3])=[O:2])[CH:5]=1)[C:11]([NH2:17])=[O:16]. The yield is 0.858. (6) The reactants are [CH:1]1([C:7]2[C:8]3[CH:32]=[CH:31][C:30]([C:33]([O:35][CH3:36])=[O:34])=[CH:29][C:9]=3[N:10]3[C:16]=2[C:15]2[CH:17]=[CH:18][CH:19]=[C:20](OS(C(F)(F)F)(=O)=O)[C:14]=2[O:13][CH2:12][CH2:11]3)[CH2:6][CH2:5][CH2:4][CH2:3][CH2:2]1.O1CCCOB1[C:43]1[CH:44]=[N:45][CH:46]=[CH:47][CH:48]=1.C(=O)([O-])O.[Na+]. The catalyst is COCCOC.O.C1C=CC([P]([Pd]([P](C2C=CC=CC=2)(C2C=CC=CC=2)C2C=CC=CC=2)([P](C2C=CC=CC=2)(C2C=CC=CC=2)C2C=CC=CC=2)[P](C2C=CC=CC=2)(C2C=CC=CC=2)C2C=CC=CC=2)(C2C=CC=CC=2)C2C=CC=CC=2)=CC=1. The product is [CH:1]1([C:7]2[C:8]3[CH:32]=[CH:31][C:30]([C:33]([O:35][CH3:36])=[O:34])=[CH:29][C:9]=3[N:10]3[C:16]=2[C:15]2[CH:17]=[CH:18][CH:19]=[C:20]([C:43]4[CH:44]=[N:45][CH:46]=[CH:47][CH:48]=4)[C:14]=2[O:13][CH2:12][CH2:11]3)[CH2:2][CH2:3][CH2:4][CH2:5][CH2:6]1. The yield is 0.820. (7) The reactants are [Br:1][C:2]1[C:3]([F:21])=[C:4]([N:8]2[CH:13]=[C:12]([O:14][CH3:15])[C:11](=[O:16])[C:10]([C:17]([O:19]C)=[O:18])=[N:9]2)[CH:5]=[CH:6][CH:7]=1.[OH-].[Na+].Cl. The catalyst is CO. The product is [Br:1][C:2]1[C:3]([F:21])=[C:4]([N:8]2[CH:13]=[C:12]([O:14][CH3:15])[C:11](=[O:16])[C:10]([C:17]([OH:19])=[O:18])=[N:9]2)[CH:5]=[CH:6][CH:7]=1. The yield is 0.940.